From a dataset of Full USPTO retrosynthesis dataset with 1.9M reactions from patents (1976-2016). Predict the reactants needed to synthesize the given product. Given the product [C:7]([C:6]1[CH:9]=[C:2]([CH:3]=[CH:4][C:5]=1[O:10][CH:11]([CH3:16])[C:12]([F:15])([F:14])[F:13])[C:22]([OH:24])=[O:23])#[N:8], predict the reactants needed to synthesize it. The reactants are: Br[C:2]1[CH:3]=[CH:4][C:5]([O:10][CH:11]([CH3:16])[C:12]([F:15])([F:14])[F:13])=[C:6]([CH:9]=1)[C:7]#[N:8].[Li]CCCC.[C:22](=[O:24])=[O:23].[OH-].[Na+].